From a dataset of Reaction yield outcomes from USPTO patents with 853,638 reactions. Predict the reaction yield, written as a fraction of the theoretical maximum amount of product (1.0 means a 100% yield; for example, 0.34 means a 34% yield). (1) The reactants are [Cl:1][C:2]1[CH:18]=[CH:17][C:5]2[CH2:6][CH2:7][N:8]([C:11](=[O:16])[C:12]([F:15])([F:14])[F:13])[CH2:9][CH2:10][C:4]=2[C:3]=1OS(C(F)(F)F)(=O)=O.[NH2:27][CH2:28][C:29]1[CH:34]=[CH:33][C:32]([O:35][CH:36]2[CH2:41][CH2:40][CH2:39][CH2:38][CH2:37]2)=[CH:31][N:30]=1. No catalyst specified. The product is [Cl:1][C:2]1[CH:18]=[CH:17][C:5]2[CH2:6][CH2:7][N:8]([C:11](=[O:16])[C:12]([F:15])([F:14])[F:13])[CH2:9][CH2:10][C:4]=2[C:3]=1[NH:27][CH2:28][C:29]1[CH:34]=[CH:33][C:32]([O:35][CH:36]2[CH2:37][CH2:38][CH2:39][CH2:40][CH2:41]2)=[CH:31][N:30]=1. The yield is 0.650. (2) The reactants are C([Li])(C)(C)C.Br[C:7]1[CH:12]=[CH:11][N:10]=[C:9]([CH:13]2[CH2:15][CH2:14]2)[CH:8]=1.[Br:16][C:17]1[CH:18]=[C:19]([C:23]([C:31]2[CH:36]=[CH:35][CH:34]=[C:33]([F:37])[C:32]=2[C:38]#[N:39])=[N:24]S(C(C)(C)C)=O)[CH:20]=[CH:21][CH:22]=1.Cl.CO. The catalyst is O1CCCC1.CO. The product is [Br:16][C:17]1[CH:18]=[C:19]([C:23]2([C:7]3[CH:12]=[CH:11][N:10]=[C:9]([CH:13]4[CH2:15][CH2:14]4)[CH:8]=3)[C:31]3[C:32](=[C:33]([F:37])[CH:34]=[CH:35][CH:36]=3)[C:38]([NH2:39])=[N:24]2)[CH:20]=[CH:21][CH:22]=1. The yield is 0.380. (3) The reactants are I[C:2]1[C:10]2[C:5](=[CH:6][CH:7]=[C:8]([C:11]([NH:13][C@@H:14]([C:17]3[S:18][CH:19]=[CH:20][CH:21]=3)[CH2:15][CH3:16])=[O:12])[CH:9]=2)[NH:4][N:3]=1.[CH3:22][N:23]1[CH2:28][CH2:27][CH:26]([O:29][C:30]2[CH:35]=[CH:34][C:33](B3OC(C)(C)C(C)(C)O3)=[CH:32][CH:31]=2)[CH2:25][CH2:24]1.C([O-])([O-])=O.[Na+].[Na+]. The catalyst is C1(C)C=CC=CC=1.CCO. The product is [CH3:22][N:23]1[CH2:28][CH2:27][CH:26]([O:29][C:30]2[CH:35]=[CH:34][C:33]([C:2]3[C:10]4[C:5](=[CH:6][CH:7]=[C:8]([C:11]([NH:13][C@@H:14]([C:17]5[S:18][CH:19]=[CH:20][CH:21]=5)[CH2:15][CH3:16])=[O:12])[CH:9]=4)[NH:4][N:3]=3)=[CH:32][CH:31]=2)[CH2:25][CH2:24]1. The yield is 0.170. (4) The reactants are [CH2:1]([O:8][CH2:9][C:10]([NH:12][C@H:13]1[C@@H:19]([OH:20])[C@H:18]([OH:21])[C@@H:17]([CH2:22][OH:23])[O:16][CH:14]1[OH:15])=[O:11])[C:2]1[CH:7]=[CH:6][CH:5]=[CH:4][CH:3]=1.C(O[C:28](=[O:30])[CH3:29])(=O)C. The catalyst is N1C=CC=CC=1.CN(C1C=CN=CC=1)C.C(Cl)Cl. The product is [C:1]([O:15][CH:14]1[O:16][C@H:17]([CH2:22][O:23][C:28](=[O:30])[CH3:29])[C@@H:18]([O:21][C:14](=[O:15])[CH3:13])[C@H:19]([O:20][C:10](=[O:11])[CH3:9])[C@@H:13]1[NH:12][C:10](=[O:11])[CH2:9][O:8][CH2:1][C:2]1[CH:7]=[CH:6][CH:5]=[CH:4][CH:3]=1)(=[O:8])[CH3:2]. The yield is 0.960.